This data is from Forward reaction prediction with 1.9M reactions from USPTO patents (1976-2016). The task is: Predict the product of the given reaction. Given the reactants C(N(CC)C(C)C)(C)C.Cl.[Br:11][C:12]1[CH:13]=[C:14]([Cl:28])[C:15]([N:18]2[CH2:27][CH2:26][CH2:25][C:20]3([CH2:24][NH:23][CH2:22][CH2:21]3)[CH2:19]2)=[N:16][CH:17]=1.[CH:29]1([C:35](Cl)=[O:36])[CH2:34][CH2:33][CH2:32][CH2:31][CH2:30]1, predict the reaction product. The product is: [Br:11][C:12]1[CH:13]=[C:14]([Cl:28])[C:15]([N:18]2[CH2:27][CH2:26][CH2:25][C:20]3([CH2:24][N:23]([C:35]([CH:29]4[CH2:34][CH2:33][CH2:32][CH2:31][CH2:30]4)=[O:36])[CH2:22][CH2:21]3)[CH2:19]2)=[N:16][CH:17]=1.